From a dataset of Reaction yield outcomes from USPTO patents with 853,638 reactions. Predict the reaction yield, written as a fraction of the theoretical maximum amount of product (1.0 means a 100% yield; for example, 0.34 means a 34% yield). (1) The reactants are [Li+].CC([N-]C(C)C)C.Br[C:10]1[CH:18]=[C:17]2C(C[C:15]3(CCC(=O)CC3)[C:16]2=[O:19])=C[CH:11]=1.CON(C)C(C1[N:32]=[N:33]C=CC=1)=O. The catalyst is C1COCC1. The product is [N:32]1[CH:11]=[CH:10][CH:18]=[C:17]([CH:16]([OH:19])[CH3:15])[N:33]=1. The yield is 0.260. (2) The reactants are [C:1]([C:5]1[CH:12]=[CH:11][C:10]([N+:13]([O-])=O)=[CH:9][C:6]=1[C:7]#[N:8])([CH3:4])([CH3:3])[CH3:2].C([O-])=O.[NH4+]. The catalyst is CCO.[Pd]. The product is [C:1]([C:5]1[CH:12]=[CH:11][C:10]([NH2:13])=[CH:9][C:6]=1[C:7]#[N:8])([CH3:4])([CH3:2])[CH3:3]. The yield is 0.910. (3) The reactants are [Br:1][C:2]1[CH:3]=[CH:4][C:5]([OH:18])=[C:6]([C:8](=[O:17])[CH2:9][C:10]2[CH:15]=[CH:14][CH:13]=[CH:12][C:11]=2[F:16])[CH:7]=1.[C:19](OC(=O)CC)(=O)[CH2:20][CH3:21].Cl. The catalyst is C(N(CC)CC)C. The product is [Br:1][C:2]1[CH:7]=[C:6]2[C:5](=[CH:4][CH:3]=1)[O:18][C:19]([CH2:20][CH3:21])=[C:9]([C:10]1[CH:15]=[CH:14][CH:13]=[CH:12][C:11]=1[F:16])[C:8]2=[O:17]. The yield is 0.650. (4) The reactants are N12CCCN=C1CCCCC2.Cl.[NH2:13][CH2:14][C:15]1[CH:23]=[CH:22][CH:21]=[C:20]2[C:16]=1[C:17](=[O:33])[N:18]([CH:25]1[CH2:30][CH2:29][C:28](=[O:31])[NH:27][C:26]1=[O:32])[C:19]2=[O:24].[C:34]([O:37][CH2:38][C:39](Cl)=[O:40])(=[O:36])[CH3:35]. The catalyst is CC#N. The product is [C:34]([O:37][CH2:38][C:39](=[O:40])[NH:13][CH2:14][C:15]1[CH:23]=[CH:22][CH:21]=[C:20]2[C:16]=1[C:17](=[O:33])[N:18]([CH:25]1[CH2:30][CH2:29][C:28](=[O:31])[NH:27][C:26]1=[O:32])[C:19]2=[O:24])(=[O:36])[CH3:35]. The yield is 0.750.